From a dataset of Catalyst prediction with 721,799 reactions and 888 catalyst types from USPTO. Predict which catalyst facilitates the given reaction. Product: [ClH:1].[Cl:1][C:2]1[CH:3]=[CH:4][C:5]([CH2:8][CH2:9][N:10]2[CH2:15][CH2:14][N:13]([C:16]3[CH:21]=[CH:20][C:19]4[C:22]5[CH2:23][N:24]([CH3:30])[CH2:25][CH2:26][CH2:27][C:28]=5[O:29][C:18]=4[CH:17]=3)[C:12](=[O:31])[CH2:11]2)=[N:6][CH:7]=1. The catalyst class is: 275. Reactant: [Cl:1][C:2]1[CH:3]=[CH:4][C:5]([CH2:8][CH2:9][N:10]2[CH2:15][CH2:14][N:13]([C:16]3[CH:21]=[CH:20][C:19]4[C:22]5[CH2:23][N:24]([CH3:30])[CH2:25][CH2:26][CH2:27][C:28]=5[O:29][C:18]=4[CH:17]=3)[C:12](=[O:31])[CH2:11]2)=[N:6][CH:7]=1.Cl.